This data is from Forward reaction prediction with 1.9M reactions from USPTO patents (1976-2016). The task is: Predict the product of the given reaction. (1) The product is: [Br:12][C:6]1[CH:7]=[C:2]([Cl:1])[CH:3]=[C:4]([N+:9]([O-:11])=[O:10])[C:5]=1[OH:8]. Given the reactants [Cl:1][C:2]1[CH:7]=[CH:6][C:5]([OH:8])=[C:4]([N+:9]([O-:11])=[O:10])[CH:3]=1.[Br:12]Br, predict the reaction product. (2) Given the reactants [Cl:1][C:2]1[CH:7]=[CH:6][C:5]([OH:8])=[CH:4][CH:3]=1.[F:9][C:10]1[CH:11]=[C:12](B(O)O)[CH:13]=[CH:14][C:15]=1[C:16]([O:18][CH3:19])=[O:17].C(N(CC)CC)C, predict the reaction product. The product is: [Cl:1][C:2]1[CH:7]=[CH:6][C:5]([O:8][C:12]2[CH:13]=[CH:14][C:15]([C:16]([O:18][CH3:19])=[O:17])=[C:10]([F:9])[CH:11]=2)=[CH:4][CH:3]=1. (3) Given the reactants [CH:1]1([N:9]2[CH:14]3[CH2:15][C:16](=[O:18])[CH2:17][CH:10]2[CH2:11][O:12][CH2:13]3)[CH2:8][CH2:7][CH2:6][CH2:5][CH2:4][CH:3]=[CH:2]1, predict the reaction product. The product is: [CH:1]1([N:9]2[CH:14]3[CH2:15][C:16](=[O:18])[CH2:17][CH:10]2[CH2:11][O:12][CH2:13]3)[CH2:8][CH2:7][CH2:6][CH2:5][CH2:4][CH2:3][CH2:2]1. (4) Given the reactants [CH2:1]([C:3]1[NH:4][CH:5]=[CH:6][CH:7]=1)[CH3:2].[CH3:8][C:9]1[CH:14]=[CH:13][CH:12]=[CH:11][C:10]=1[S:15](Cl)(=[O:17])=[O:16].[H-].[Na+], predict the reaction product. The product is: [CH2:1]([C:3]1[N:4]([S:15]([C:10]2[C:9]([CH3:8])=[CH:14][CH:13]=[CH:12][CH:11]=2)(=[O:17])=[O:16])[CH:5]=[CH:6][CH:7]=1)[CH3:2]. (5) Given the reactants CC1(C)[O:6][CH:5]([CH2:7][NH:8][S:9]([C:12]2[S:16][C:15]([C:17]3[S:21][C:20]([NH:22][C:23](=[O:25])[CH3:24])=[N:19][C:18]=3[CH3:26])=[CH:14][CH:13]=2)(=[O:11])=[O:10])[CH2:4][O:3]1.FC(F)(F)C(O)=O, predict the reaction product. The product is: [OH:6][CH:5]([CH2:4][OH:3])[CH2:7][NH:8][S:9]([C:12]1[S:16][C:15]([C:17]2[S:21][C:20]([NH:22][C:23](=[O:25])[CH3:24])=[N:19][C:18]=2[CH3:26])=[CH:14][CH:13]=1)(=[O:11])=[O:10]. (6) Given the reactants [C:1]([CH2:3][CH2:4][N:5]([CH3:24])[CH2:6][C@H:7]1O[C@@H:10]([N:12]2[C:21]3[N:20]=[CH:19][N:18]=[C:16]([NH2:17])[C:15]=3[N:14]=[CH:13]2)[C@H:9]([OH:22])[C@@H:8]1[OH:23])#[N:2].Cl.[NH2:26][OH:27].[OH-:28].[K+], predict the reaction product. The product is: [OH:27][NH:26][C:1]([CH2:3][CH2:4][N:5]([CH3:24])[CH2:6][C@H:7]1[O:28][C@@H:10]([N:12]2[C:21]3[N:20]=[CH:19][N:18]=[C:16]([NH2:17])[C:15]=3[N:14]=[CH:13]2)[C@H:9]([OH:22])[C@@H:8]1[OH:23])=[NH:2].